Dataset: Catalyst prediction with 721,799 reactions and 888 catalyst types from USPTO. Task: Predict which catalyst facilitates the given reaction. (1) Reactant: [Cl:1][C:2]1[CH:7]=[CH:6][C:5]([S:8]([C:11]2([C:26]3[CH:31]=[C:30]([F:32])[CH:29]=[CH:28][C:27]=3[F:33])[CH2:16][CH2:15][CH:14]([NH:17][S:18]([CH2:21][C:22]([O:24]C)=O)(=[O:20])=[O:19])[CH2:13][CH2:12]2)(=[O:10])=[O:9])=[CH:4][CH:3]=1.[NH3:34]. Product: [Cl:1][C:2]1[CH:3]=[CH:4][C:5]([S:8]([C:11]2([C:26]3[CH:31]=[C:30]([F:32])[CH:29]=[CH:28][C:27]=3[F:33])[CH2:12][CH2:13][CH:14]([NH:17][S:18]([CH2:21][C:22]([NH2:34])=[O:24])(=[O:20])=[O:19])[CH2:15][CH2:16]2)(=[O:10])=[O:9])=[CH:6][CH:7]=1. The catalyst class is: 8. (2) Reactant: Br[C:2]1[CH:3]=[CH:4][C:5]2[O:15][C:10]3=[N:11][CH:12]=[CH:13][CH:14]=[C:9]3[C:8](=[CH:16][CH2:17][CH2:18][N:19]3[CH2:24][CH2:23][CH:22]([C:25]4[CH:30]=[CH:29][C:28]([Cl:31])=[CH:27][CH:26]=4)[CH2:21][CH2:20]3)[CH2:7][C:6]=2[CH:32]=1.CCCCCC.C([Li])CCC.[C:44](=[O:46])=[O:45]. Product: [C:44]([C:2]1[CH:3]=[CH:4][C:5]2[O:15][C:10]3=[N:11][CH:12]=[CH:13][CH:14]=[C:9]3[C:8](=[CH:16][CH2:17][CH2:18][N:19]3[CH2:24][CH2:23][CH:22]([C:25]4[CH:30]=[CH:29][C:28]([Cl:31])=[CH:27][CH:26]=4)[CH2:21][CH2:20]3)[CH2:7][C:6]=2[CH:32]=1)([OH:46])=[O:45]. The catalyst class is: 1. (3) Reactant: [CH:1]1[CH:2]=[CH:3][C:4]([CH:7]([S+:14]([O-:19])[CH2:15][C:16]([NH2:18])=[O:17])[C:8]2[CH:9]=[CH:10][CH:11]=[CH:12][CH:13]=2)=[CH:5][CH:6]=1.C1(C(C2C=CC=CC=2)S(CC(O)=O)=O)C=CC=CC=1.CC(N)C1C=CC=CC=1. Product: [CH:11]1[CH:10]=[CH:9][C:8]([CH:7]([S@@:14]([CH2:15][C:16]([NH2:18])=[O:17])=[O:19])[C:4]2[CH:5]=[CH:6][CH:1]=[CH:2][CH:3]=2)=[CH:13][CH:12]=1. The catalyst class is: 8.